The task is: Predict the product of the given reaction.. This data is from Forward reaction prediction with 1.9M reactions from USPTO patents (1976-2016). (1) Given the reactants Cl.[NH:2]1[CH2:7][CH2:6][CH:5]([NH:8][C:9]([C:11]2[C:15]3[N:16]=[CH:17][N:18]=[C:19]([C:20]4[CH:25]=[C:24]([F:26])[CH:23]=[CH:22][C:21]=4[O:27][CH2:28][CH:29]4[CH2:31][CH2:30]4)[C:14]=3[NH:13][C:12]=2[CH3:32])=[O:10])[CH2:4][CH2:3]1.[C:33](Cl)(=[O:35])[CH3:34], predict the reaction product. The product is: [C:33]([N:2]1[CH2:3][CH2:4][CH:5]([NH:8][C:9]([C:11]2[C:15]3[N:16]=[CH:17][N:18]=[C:19]([C:20]4[CH:25]=[C:24]([F:26])[CH:23]=[CH:22][C:21]=4[O:27][CH2:28][CH:29]4[CH2:30][CH2:31]4)[C:14]=3[NH:13][C:12]=2[CH3:32])=[O:10])[CH2:6][CH2:7]1)(=[O:35])[CH3:34]. (2) Given the reactants II.[Mg].Br[C:5]1[CH:10]=[CH:9][C:8]([CH3:11])=[CH:7][CH:6]=1.[N:12]1[CH:17]=[CH:16][CH:15]=[C:14]2[C:18]([O:20][C:21](=[O:22])[C:13]=12)=[O:19], predict the reaction product. The product is: [CH3:11][C:8]1[CH:9]=[CH:10][C:5]([C:18]([C:14]2[C:13]([C:21]([OH:20])=[O:22])=[N:12][CH:17]=[CH:16][CH:15]=2)=[O:19])=[CH:6][CH:7]=1.